Dataset: Forward reaction prediction with 1.9M reactions from USPTO patents (1976-2016). Task: Predict the product of the given reaction. (1) The product is: [C:3]1([C:9]2[C:19]([CH2:20][C:21]3[N:26]=[C:25]([C:27]([OH:29])=[O:28])[CH:24]=[CH:23][CH:22]=3)=[C:12]3[CH:13]=[CH:14][C:15]([CH:17]=[CH2:18])=[CH:16][N:11]3[N:10]=2)[CH:4]=[CH:5][CH:6]=[CH:7][CH:8]=1. Given the reactants [OH-].[K+].[C:3]1([C:9]2[C:19]([CH2:20][C:21]3[N:26]=[C:25]([C:27]([O:29]C)=[O:28])[CH:24]=[CH:23][CH:22]=3)=[C:12]3[CH:13]=[CH:14][C:15]([CH:17]=[CH2:18])=[CH:16][N:11]3[N:10]=2)[CH:8]=[CH:7][CH:6]=[CH:5][CH:4]=1.Cl, predict the reaction product. (2) Given the reactants [OH:1][C:2]1[CH:11]=[C:10]2[C:5]([CH:6]=[CH:7][C:8](=[O:12])[O:9]2)=[CH:4][CH:3]=1.C(NCC)(C)C.CCCCCC.[C:25]([O:28][CH2:29]C)(=O)C.C(=O)(O)[O-].[Na+], predict the reaction product. The product is: [CH3:25][O:28][CH2:29][O:1][C:2]1[CH:11]=[C:10]2[C:5]([CH:6]=[CH:7][C:8](=[O:12])[O:9]2)=[CH:4][CH:3]=1. (3) Given the reactants [F:1][C:2]([F:32])([F:31])[CH2:3][CH2:4][S:5]([O:8][C:9]1[CH:14]=[CH:13][C:12]([N:15]2[C:19]([CH3:20])=[C:18]([C:21](Cl)=[O:22])[N:17]=[C:16]2[C:24]2[CH:29]=[CH:28][CH:27]=[CH:26][C:25]=2[Cl:30])=[CH:11][CH:10]=1)(=[O:7])=[O:6].[CH:33]1([NH2:39])[CH2:38][CH2:37][CH2:36][CH2:35][CH2:34]1.[OH-].[Na+].O.C(Cl)Cl, predict the reaction product. The product is: [F:32][C:2]([F:31])([F:1])[CH2:3][CH2:4][S:5]([O:8][C:9]1[CH:10]=[CH:11][C:12]([N:15]2[C:19]([CH3:20])=[C:18]([C:21]([NH:39][CH:33]3[CH2:38][CH2:37][CH2:36][CH2:35][CH2:34]3)=[O:22])[N:17]=[C:16]2[C:24]2[CH:29]=[CH:28][CH:27]=[CH:26][C:25]=2[Cl:30])=[CH:13][CH:14]=1)(=[O:7])=[O:6]. (4) The product is: [C:1]([NH:8][CH2:9][C:10]1[CH:11]=[CH:12][C:13]([C:16]2[O:17][CH:18]=[C:19]([C:21]([O:23][CH3:24])=[O:22])[N:20]=2)=[CH:14][CH:15]=1)([O:3][C:4]([CH3:5])([CH3:7])[CH3:6])=[O:2]. Given the reactants [C:1]([NH:8][CH2:9][C:10]1[CH:15]=[CH:14][C:13]([C:16]2[O:17][CH2:18][CH:19]([C:21]([O:23][CH3:24])=[O:22])[N:20]=2)=[CH:12][CH:11]=1)([O:3][C:4]([CH3:7])([CH3:6])[CH3:5])=[O:2].C(Cl)(Cl)(Cl)Br.C1CCN2C(=NCCC2)CC1, predict the reaction product. (5) Given the reactants Cl.[NH2:2][OH:3].Cl[C:5](Cl)(Cl)[CH:6]([O:8]CC)O.S([O-])([O-])(=O)=O.[Na+].[Na+].[Br:20][C:21]1[CH:26]=[CH:25][C:24]([NH2:27])=[C:23]([O:28][CH3:29])[CH:22]=1, predict the reaction product. The product is: [Br:20][C:21]1[CH:26]=[CH:25][C:24]([NH:27][C:6](=[O:8])[CH:5]=[N:2][OH:3])=[C:23]([O:28][CH3:29])[CH:22]=1. (6) Given the reactants Br[C:2]1[S:3][C:4]2[C:10]([C:11]3[CH:16]=[CH:15][C:14]([Cl:17])=[CH:13][CH:12]=3)=[C:9]([C@H:18]([O:24][C:25]([CH3:28])([CH3:27])[CH3:26])[C:19]([O:21][CH2:22][CH3:23])=[O:20])[C:8]([CH3:29])=[CH:7][C:5]=2[N:6]=1.[C:30]1(=[O:40])[C:39]2[C:34](=[CH:35][CH:36]=[N:37][CH:38]=2)[CH:33]=[CH:32][NH:31]1.CN[C@@H]1CCCC[C@H]1NC.C([O-])([O-])=O.[K+].[K+], predict the reaction product. The product is: [C:25]([O:24][C@@H:18]([C:9]1[C:8]([CH3:29])=[CH:7][C:5]2[N:6]=[C:2]([N:31]3[CH:32]=[CH:33][C:34]4[C:39](=[CH:38][N:37]=[CH:36][CH:35]=4)[C:30]3=[O:40])[S:3][C:4]=2[C:10]=1[C:11]1[CH:16]=[CH:15][C:14]([Cl:17])=[CH:13][CH:12]=1)[C:19]([O:21][CH2:22][CH3:23])=[O:20])([CH3:28])([CH3:27])[CH3:26].